This data is from Forward reaction prediction with 1.9M reactions from USPTO patents (1976-2016). The task is: Predict the product of the given reaction. Given the reactants Cl.[CH3:2][C@H:3]1[CH2:8][N:7]([S:9]([C:12]2[S:13][CH:14]=[CH:15][CH:16]=2)(=[O:11])=[O:10])[CH2:6][CH2:5][NH:4]1.Br[C:18]1[CH:23]=[CH:22][C:21]([C:24]([OH:30])([CH3:29])[C:25]([F:28])([F:27])[F:26])=[CH:20][CH:19]=1.CC(C)([O-])C.[Na+].C1(P(C2CCCCC2)C2C=CC=CC=2C2C(OC(C)C)=CC=CC=2OC(C)C)CCCCC1, predict the reaction product. The product is: [F:26][C:25]([F:27])([F:28])[C:24]([C:21]1[CH:20]=[CH:19][C:18]([N:4]2[CH2:5][CH2:6][N:7]([S:9]([C:12]3[S:13][CH:14]=[CH:15][CH:16]=3)(=[O:11])=[O:10])[CH2:8][C@@H:3]2[CH3:2])=[CH:23][CH:22]=1)([OH:30])[CH3:29].